From a dataset of Experimentally validated miRNA-target interactions with 360,000+ pairs, plus equal number of negative samples. Binary Classification. Given a miRNA mature sequence and a target amino acid sequence, predict their likelihood of interaction. (1) The miRNA is hsa-miR-6833-3p with sequence UUUCUCUCUCCACUUCCUCAG. The protein sequence of the target gene is MEQLRAAARLQIVLGHLGRPSAGAVVAHPTSGTISSASFHPQQFQYTLDNNVLTLEQRKFYEENGFLVIKNLVPDADIQRFRNEFEKICRKEVKPLGLTVMRDVTISKSEYAPSEKMITKVQDFQEDKELFRYCTLPEILKYVECFTGPNIMAMHTMLINKPPDSGKKTSRHPLHQDLHYFPFRPSDLIVCAWTAMEHISRNNGCLVVLPGTHKGSLKPHDYPKWEGGVNKMFHGIQDYEENKARVHLVMEKGDTVFFHPLLIHGSGQNKTQGFRKAISCHFASADCHYIDVKGTSQENI.... Result: 0 (no interaction). (2) The miRNA is hsa-miR-4441 with sequence ACAGGGAGGAGAUUGUA. The protein sequence of the target gene is MRRTRRPRFVLMNKMDDLNLHYRFLNWRRRIREIREVRAFRYQERFKHILVDGDTLSYHGNSGEVGCYVASRPLTKDSNYFEVSIVDSGVRGTIAVGLVPQYYSLDHQPGWLPDSVAYHADDGKLYNGRAKGRQFGSKCNSGDRIGCGIEPVSFDVQTAQIFFTKNGKRVGSTIMPMSPDGLFPAVGMHSLGEEVRLHLNAELGREDDSVMMVDSYEDEWGRLHDVRVCGTLLEYLGKGKSIVDVGLAQARHPLSTRSHYFEVEIVDPGEKCYIALGLARKDYPKNRHPGWSRGSVAYHA.... Result: 1 (interaction). (3) The miRNA is hsa-miR-20b-5p with sequence CAAAGUGCUCAUAGUGCAGGUAG. The protein sequence of the target gene is MLSPQRVAAAASRGADDAMESSKPGPVQVVLVQKDQHSFELDEKALASILLQDHIRDLDVVVVSVAGAFRKGKSFILDFMLRYLYSQKESGHSNWLGDPEEPLTGFSWRGGSDPETTGIQIWSEVFTVEKPGGKKVAVVLMDTQGAFDSQSTVKDCATIFALSTMTSSVQIYNLSQNIQEDDLQQLQLFTEYGRLAMDEIFQKPFQTLMFLVRDWSFPYEYSYGLQGGMAFLDKRLQVKEHQHEEIQNVRNHIHSCFSDVTCFLLPHPGLQVATSPDFDGKLKDIAGEFKEQLQALIPYV.... Result: 1 (interaction). (4) The miRNA is mmu-miR-342-5p with sequence AGGGGUGCUAUCUGUGAUUGAG. Result: 0 (no interaction). The protein sequence of the target gene is MPTRVLTMSARLGPLPQPPAAQDEPVFAQLKPVLGAANPARDAALFSGDDLKHAHHHPPAPPPAAGPRLPSEELVQTRCEMEKYLTPQLPPVPIISEHKKYRRDSASVVDQFFTDTEGIPYSINMNVFLPDITHLRTGLYKSQRPCVTQIKTEPVTIFSHQSESTAPPPPPAPTQALPEFTSIFSSHQTTAPPQEVNNIFIKQELPIPDLHLSVPSQQGHLYQLLNTPDLDMPSSTNQTAVMDTLNVSMAGLNPHPSAVPQTSMKQFQGMPPCTYTMPSQFLPQQATYFPPSPPSSEPGS.... (5) The miRNA is hsa-miR-8078 with sequence GGUCUAGGCCCGGUGAGAGACUC. The protein sequence of the target gene is MIQLTATPVSALVDEPVHIRATGLIPFQMVSFQASLEDENGDMFYSQAHYRANEFGEVDLNHASSLGGDYMGVHPMGLFWSLKPEKLLTRLLKRDVMNRPFQVQVKLYDLELIVNNKVASAPKASLTLERWYVAPGVTRIKVREGRLRGALFLPPGEGLFPGVIDLFGGLGGLLEFRASLLASRGFASLALAYHNYEDLPRKPEVTDLEYFEEAANFLLRHPKVFGSGVGVVSVCQGVQIGLSMAIYLKQVTATVLINGTNFPFGIPQVYHGQIHQPLPHSAQLISTNALGLLELYRTFE.... Result: 0 (no interaction).